Dataset: Peptide-MHC class II binding affinity with 134,281 pairs from IEDB. Task: Regression. Given a peptide amino acid sequence and an MHC pseudo amino acid sequence, predict their binding affinity value. This is MHC class II binding data. (1) The peptide sequence is GQIGNDPNRDIL. The MHC is DRB1_0901 with pseudo-sequence DRB1_0901. The binding affinity (normalized) is 0. (2) The binding affinity (normalized) is 0.234. The MHC is DRB5_0101 with pseudo-sequence DRB5_0101. The peptide sequence is TCVLGKLSQELHKLQ.